Dataset: Full USPTO retrosynthesis dataset with 1.9M reactions from patents (1976-2016). Task: Predict the reactants needed to synthesize the given product. (1) Given the product [NH2:23][C:24]([CH3:32])([C:28]([F:31])([F:30])[F:29])[C:25]([NH:39][CH2:38][C:37]1[CH:40]=[CH:41][C:34]([Cl:33])=[C:35]([NH:42][C:43]2[N:47]([CH3:48])[C:46]3[CH:49]=[C:50]([N:54]4[CH2:59][CH2:58][CH2:57][CH:56]([C:60]([F:63])([F:62])[F:61])[CH2:55]4)[C:51]([Cl:53])=[CH:52][C:45]=3[N:44]=2)[CH:36]=1)=[O:26], predict the reactants needed to synthesize it. The reactants are: CN(C(ON1N=NC2C=CC=CC1=2)=[N+](C)C)C.[B-](F)(F)(F)F.[NH2:23][C:24]([CH3:32])([C:28]([F:31])([F:30])[F:29])[C:25](O)=[O:26].[Cl:33][C:34]1[CH:41]=[CH:40][C:37]([CH2:38][NH2:39])=[CH:36][C:35]=1[NH:42][C:43]1[N:47]([CH3:48])[C:46]2[CH:49]=[C:50]([N:54]3[CH2:59][CH2:58][CH2:57][CH:56]([C:60]([F:63])([F:62])[F:61])[CH2:55]3)[C:51]([Cl:53])=[CH:52][C:45]=2[N:44]=1. (2) Given the product [I:1][C:2]1[CH:3]=[CH:4][C:5]2[N:6]([C:15](=[O:16])[NH:9][N:8]=2)[CH:7]=1, predict the reactants needed to synthesize it. The reactants are: [I:1][C:2]1[CH:3]=[CH:4][C:5]([NH:8][NH2:9])=[N:6][CH:7]=1.C1N=CN([C:15](N2C=NC=C2)=[O:16])C=1. (3) Given the product [C:1]1([C:7]2[C:16]([N:17]3[CH2:22][CH2:21][N:20]([C:23]4[CH:24]=[CH:25][CH:26]=[CH:27][CH:28]=4)[CH2:19][CH2:18]3)=[N:15][C:14]3[C:9](=[CH:10][CH:11]=[C:12]([C:29]([OH:31])=[O:30])[CH:13]=3)[N:8]=2)[CH:2]=[CH:3][CH:4]=[CH:5][CH:6]=1, predict the reactants needed to synthesize it. The reactants are: [C:1]1([C:7]2[C:16]([N:17]3[CH2:22][CH2:21][N:20]([C:23]4[CH:28]=[CH:27][CH:26]=[CH:25][CH:24]=4)[CH2:19][CH2:18]3)=[N:15][C:14]3[C:9](=[CH:10][CH:11]=[C:12]([C:29]([O:31]C)=[O:30])[CH:13]=3)[N:8]=2)[CH:6]=[CH:5][CH:4]=[CH:3][CH:2]=1.[OH-].[Na+].Cl. (4) Given the product [Cl:1][C:2]1[CH:7]=[CH:6][CH:5]=[C:4]2[C:3]=1[C:8](=[O:17])[CH:9]([CH2:10][CH:11]1[CH2:16][CH2:15][CH2:14][CH2:13][CH2:12]1)[CH2:18]2, predict the reactants needed to synthesize it. The reactants are: [Cl:1][C:2]1[CH:7]=[CH:6][CH:5]=[CH:4][C:3]=1[C:8](=[O:17])[CH2:9][CH2:10][CH:11]1[CH2:16][CH2:15][CH2:14][CH2:13][CH2:12]1.[CH2:18]1N2CN3CN(C2)CN1C3.C(OC(=O)C)(=O)C.[OH-].[Na+]. (5) Given the product [Br:1][C:2]1[CH:7]=[CH:6][C:5]2[N:8]([C:19]([O:21][CH2:22][CH:23]([CH3:25])[CH3:24])=[O:20])[C:11]([CH3:12])=[N:9][C:4]=2[C:3]=1[F:10], predict the reactants needed to synthesize it. The reactants are: [Br:1][C:2]1[C:3]([F:10])=[C:4]([NH2:9])[C:5]([NH2:8])=[CH:6][CH:7]=1.[C:11](OC(=O)C)(=O)[CH3:12].Cl[C:19]([O:21][CH2:22][CH:23]([CH3:25])[CH3:24])=[O:20]. (6) Given the product [N:1]1[C:10]2[C:5](=[CH:6][CH:7]=[CH:8][CH:9]=2)[CH:4]=[CH:3][C:2]=1[N:11]1[CH2:12][CH:13]([O:15][C:16]2[N:17]=[N:18][CH:19]=[CH:20][C:21]=2[N:22]2[CH2:23][CH2:24][CH:25]([CH:28]([OH:30])[CH3:29])[CH2:26][CH2:27]2)[CH2:14]1, predict the reactants needed to synthesize it. The reactants are: [N:1]1[C:10]2[C:5](=[CH:6][CH:7]=[CH:8][CH:9]=2)[CH:4]=[CH:3][C:2]=1[N:11]1[CH2:14][CH:13]([O:15][C:16]2[N:17]=[N:18][CH:19]=[CH:20][C:21]=2[N:22]2[CH2:27][CH2:26][CH:25]([C:28](=[O:30])[CH3:29])[CH2:24][CH2:23]2)[CH2:12]1.[BH4-].[BH4-].[BH4-].[BH4-].[Na+].[Na+].[Na+].[Na+].[Cl-].[NH4+]. (7) Given the product [Cl:2][C:3]1[CH:8]=[C:7]([C:9]#[N:10])[CH:6]=[CH:5][C:4]=1/[C:11](/[CH:42]1[CH2:45][CH2:44][CH2:43]1)=[C:12](\[C:29]1[CH:30]=[CH:31][C:32](/[CH:35]=[CH:36]/[C:37]([OH:39])=[O:38])=[CH:33][CH:34]=1)/[C:13]1[CH:14]=[C:15]2[C:19](=[CH:20][CH:21]=1)[NH:18][N:17]=[C:16]2[F:28], predict the reactants needed to synthesize it. The reactants are: Cl.[Cl:2][C:3]1[CH:8]=[C:7]([C:9]#[N:10])[CH:6]=[CH:5][C:4]=1/[C:11](/[CH:42]1[CH2:45][CH2:44][CH2:43]1)=[C:12](\[C:29]1[CH:34]=[CH:33][C:32](/[CH:35]=[CH:36]/[C:37]([O:39]CC)=[O:38])=[CH:31][CH:30]=1)/[C:13]1[CH:14]=[C:15]2[C:19](=[CH:20][CH:21]=1)[N:18](C1CCCCO1)[N:17]=[C:16]2[F:28].[Li+].[OH-].